Dataset: Catalyst prediction with 721,799 reactions and 888 catalyst types from USPTO. Task: Predict which catalyst facilitates the given reaction. (1) Reactant: C(OP([CH:9]([CH2:17][C:18]1[N:19]=[CH:20][S:21][CH:22]=1)[C:10]([O:12][C:13]([CH3:16])([CH3:15])[CH3:14])=[O:11])(OCC)=O)C.[H-].[Na+].[CH2:25]=O. Product: [S:21]1[CH:22]=[C:18]([CH2:17][C:9](=[CH2:25])[C:10]([O:12][C:13]([CH3:14])([CH3:15])[CH3:16])=[O:11])[N:19]=[CH:20]1. The catalyst class is: 7. (2) Reactant: [N:1]1([CH2:7][CH2:8][NH2:9])[CH2:6][CH2:5][O:4][CH2:3][CH2:2]1.[Cl:10][C:11]1[CH:12]=[C:13]([NH:18][C:19]2[C:28]3[C:23](=[CH:24][N:25]=[C:26](F)[CH:27]=3)[N:22]=[CH:21][C:20]=2[C:30]#[N:31])[CH:14]=[CH:15][C:16]=1[F:17]. Product: [Cl:10][C:11]1[CH:12]=[C:13]([NH:18][C:19]2[C:28]3[C:23](=[CH:24][N:25]=[C:26]([NH:9][CH2:8][CH2:7][N:1]4[CH2:6][CH2:5][O:4][CH2:3][CH2:2]4)[CH:27]=3)[N:22]=[CH:21][C:20]=2[C:30]#[N:31])[CH:14]=[CH:15][C:16]=1[F:17]. The catalyst class is: 17.